Predict the reaction yield, written as a fraction of the theoretical maximum amount of product (1.0 means a 100% yield; for example, 0.34 means a 34% yield). From a dataset of Reaction yield outcomes from USPTO patents with 853,638 reactions. (1) The product is [CH2:15]([O:1][C:2]1[CH:3]=[C:4]([CH:10]=[CH:11][C:12]=1[O:27][CH2:26][CH3:17])[C:5]([O:7][CH2:8][CH3:9])=[O:6])[CH3:16]. No catalyst specified. The reactants are [OH:1][C:2]1[CH:3]=[C:4]([CH:10]=[CH:11][C:12]=1O)[C:5]([O:7][CH2:8][CH3:9])=[O:6].Br[CH2:15][CH3:16].[C:17]([O-])([O-])=O.[K+].[K+].CN([CH:26]=[O:27])C. The yield is 0.900. (2) The product is [CH:5]1[C:6]2[C:12]3[C:7](=[CH:8][CH:9]=[CH:10][CH:11]=3)[C:1]=2[CH:2]=[CH:3][CH:4]=1. The yield is 0.960. The reactants are [C:1]1([C:7]2[CH:12]=[CH:11][C:10](O)=[CH:9][CH:8]=2)[CH:6]=[CH:5][CH:4]=[CH:3][CH:2]=1.C(OCC)(=O)C.C([P+](C1C=CC=CC=1)(C1C=CC=CC=1)C1C=CC=CC=1)C.CN(C)C(=O)C. The catalyst is O. (3) The reactants are Br[C:2]1[CH:7]=[C:6]([F:8])[C:5]([N+:9]([O-:11])=[O:10])=[CH:4][C:3]=1[CH2:12][C:13]([O:15][CH2:16][CH3:17])=[O:14].[CH3:18][Si:19]([C:22]#[CH:23])([CH3:21])[CH3:20]. The catalyst is CCN(CC)CC.[Cu]I. The product is [F:8][C:6]1[C:5]([N+:9]([O-:11])=[O:10])=[CH:4][C:3]([CH2:12][C:13]([O:15][CH2:16][CH3:17])=[O:14])=[C:2]([C:23]#[C:22][Si:19]([CH3:21])([CH3:20])[CH3:18])[CH:7]=1. The yield is 0.620.